Dataset: B-cell epitopes from PDB crystal structures with 447 antigens. Task: Token-level Classification. Given an antigen amino acid sequence, predict which amino acid positions are active epitope sites capable of antibody binding. Output is a list of indices for active positions. (1) Given the antigen sequence: PSFYTHTIVNITIDLGMKRSGYGQPIASTLSNITLPMQDNNTDVYCIRSDQFSVYVHSTCKSSLWDNIFKRNCTDVLDATAVIKTGTCPFSFDKLNNYLTFNKFCLSLSPVGANCKFDVAARTRTNEQVVRSLYVIYEEGDNIVLVPR, which amino acid positions are active epitope sites? The epitope positions are: [17, 18, 19, 20, 21, 22, 23, 25, 64, 123, 124, 125]. The amino acids at these positions are: KRSGYGQIWRTN. (2) The epitope positions are: [8, 34, 35, 36, 55, 130]. The amino acids at these positions are: KMAKTA. Given the antigen sequence: CDAFVGTWKLVSSENFDDYMKEVGVGFATRKVAGMAKPNMIISVNGDLVTIRSESTFKNTEISFKLGVEFDEITADDRKVKSIITLDGGALVQVQKWDGKSTTIKRKRDGDKLVVECVMKGVTSTRVYERA, which amino acid positions are active epitope sites? (3) Given the antigen sequence: KVYGRCELAAAMKRLGLDNYRGYSLGNWVCAAKFESNFNTHATNRNTDGSTDYGILQINSRWWCNDGRTPGSKNLCNIPCSALLSSDITASVNCAKKIASGGNGMNAWVAWRNRCKGTDVHAWIRGCRL, which amino acid positions are active epitope sites? The epitope positions are: [14, 15, 18, 19, 20, 61, 62, 72, 74, 76, 88, 92, 95, 96, 97, 99, 100, 101]. The amino acids at these positions are: LGNYRWWKLNTNKKISGG. (4) Given the antigen sequence: PISPIETVPVKLKPGMDGPKVKQWPLTEEKIKALVEICTEMEKEGKISKIGPENPYNTPVFAIKKKDSTKWRKLVDFRELNKRTQDFWEVQLGIPHPAGLKKKKSVTVLDVGDAYFSVPLDEDFRKYTAFTIPSINNETPGIRYQYNVLPQGWKGSPAIFQSSMTKILEPFKKQNPDIVIYQYMDDLYVGSDLEIGQHRTKIEELRQHLLRWGLTTPDKKHQKEPPFLWMGYELHPDKWTVQPIVLPEKDSWTVNDIQKLVGKLNWASQIYPGIKVRQLSKLLRGTKALTEVIPLTEEAELELAENREILKEPVHGVYYDPSKDLIAEIQKQGQGQWTYQIYQEPFKNLKTGKYARMRGAHTNDVKQLTEAVQKITTESIVIWGKTPKFKLPIQKETWETWWTEYWQATWIPEWEFVNTPPLVKLWYQLE, which amino acid positions are active epitope sites? The epitope positions are: [198, 220, 221, 222, 223, 224, 225, 226, 227, 228, 229, 357]. The amino acids at these positions are: RHQKEPPFLWMR. (5) Given the antigen sequence: LDQLTDPPGVKRVYHIQPSLEDPFQPPSIPITVYYAVLERACRSVLLHAPSEAPQIVRGASDEARKHTYNLTIAWYRMGDNCAIPITVMEYTECPYNKSLGVCPIRTQPRWSYYDSFSAVSEDNLGFLMHAPAFETAGTYLRLVKINDWTEITQFILEHRARASCKYALPLRIPPAACLTSKAYQQGVTVDSIGMLPRFIPENQRTVALYSLKIAGWHGPKPPYTSTLL, which amino acid positions are active epitope sites? The epitope positions are: [0, 1, 2, 13, 14, 107, 109, 114, 115, 168, 171, 190, 191, 193, 195, 196, 197, 198, 199, 202... (25 total positions)]. The amino acids at these positions are: LDQYHQRDSLRDSGLPRFINVYSIA. (6) Given the antigen sequence: IQMAPPSLNVTKDGDSYSLRWETMKMRYEHIDHTFEIQYRKDTATWKDSKTETLQNAHSMALPALEPSTRYWARVRVRTSRTGYNGIWSEWSEARSWDTES, which amino acid positions are active epitope sites? The epitope positions are: [24, 25, 26, 27, 28, 29, 57, 78, 80, 81, 83]. The amino acids at these positions are: KMRYEHHTRTY.